Dataset: Catalyst prediction with 721,799 reactions and 888 catalyst types from USPTO. Task: Predict which catalyst facilitates the given reaction. (1) Product: [Cl:3][CH2:6][C:7]1[N:12]=[C:11]([C:13]([O:15][CH3:16])=[O:14])[CH:10]=[CH:9][CH:8]=1. Reactant: O=S(Cl)[Cl:3].O[CH2:6][C:7]1[N:12]=[C:11]([C:13]([O:15][CH3:16])=[O:14])[CH:10]=[CH:9][CH:8]=1.C([O-])([O-])=O.[K+].[K+]. The catalyst class is: 4. (2) Reactant: [C:1]1([N:7]2[CH:11]=[C:10]([C:12]([NH:14][CH2:15][CH2:16][NH:17][C:18](=O)[O:19]C3C=CC=CC=3)=[O:13])[C:9]([C:27]([F:30])([F:29])[F:28])=[N:8]2)[CH:6]=[CH:5][CH:4]=[CH:3][CH:2]=1.[F:31][C:32]([F:40])([F:39])[CH:33]1[CH2:38][CH2:37][NH:36][CH2:35][CH2:34]1.C(=O)([O-])[O-].[Cs+].[Cs+]. Product: [C:1]1([N:7]2[CH:11]=[C:10]([C:12]([NH:14][CH2:15][CH2:16][NH:17][C:18]([N:36]3[CH2:37][CH2:38][CH:33]([C:32]([F:40])([F:39])[F:31])[CH2:34][CH2:35]3)=[O:19])=[O:13])[C:9]([C:27]([F:30])([F:28])[F:29])=[N:8]2)[CH:6]=[CH:5][CH:4]=[CH:3][CH:2]=1. The catalyst class is: 14. (3) Reactant: [CH3:1][C:2]1[CH:23]=[CH:22][C:5]([C:6]([NH:8][C:9]2[S:10][C:11]3[CH:17]=[C:16]([C:18]([O:20]C)=[O:19])[CH:15]=[CH:14][C:12]=3[N:13]=2)=[O:7])=[CH:4][CH:3]=1.[OH-:24].[Na+]. Product: [C:6]([CH:5]([N:13]1[C:12]2[CH:14]=[CH:15][C:16]([C:18]([OH:20])=[O:19])=[CH:17][C:11]=2[S:10][C:9]1=[N:8][C:6](=[O:7])[C:5]1[CH:4]=[CH:3][C:2]([CH3:1])=[CH:23][CH:22]=1)[CH2:4][CH3:3])([OH:7])=[O:24]. The catalyst class is: 5. (4) Reactant: [C:1](OC(=O)C)(=[O:3])[CH3:2].[Cl:8][C:9]1[CH:35]=[CH:34][C:12]([CH2:13][O:14][C:15]2[CH:16]=[C:17]([CH:31]=[CH:32][CH:33]=2)[C:18]([NH:20][C:21]2[CH:26]=[CH:25][CH:24]=[CH:23][C:22]=2[S:27](=[O:30])(=[O:29])[NH2:28])=[O:19])=[CH:11][CH:10]=1. Product: [Cl:8][C:9]1[CH:10]=[CH:11][C:12]([CH2:13][O:14][C:15]2[CH:16]=[C:17]([CH:31]=[CH:32][CH:33]=2)[C:18]([NH:20][C:21]2[CH:26]=[CH:25][CH:24]=[CH:23][C:22]=2[S:27]([NH:28][C:1](=[O:3])[CH3:2])(=[O:30])=[O:29])=[O:19])=[CH:34][CH:35]=1. The catalyst class is: 367. (5) Reactant: [Cl:1][C:2]1[CH:10]=[C:9]2[C:5]([C:6]([C:11](=[O:16])C(F)(F)F)=[CH:7][NH:8]2)=[CH:4][CH:3]=1.C(=O)([O-])[O-].[K+].[K+].I[CH2:24][CH:25]1[CH2:29][CH2:28][CH2:27][CH2:26]1.[OH-:30].[Na+]. Product: [Cl:1][C:2]1[CH:10]=[C:9]2[C:5]([C:6]([C:11]([OH:16])=[O:30])=[CH:7][N:8]2[CH2:24][CH:25]2[CH2:29][CH2:28][CH2:27][CH2:26]2)=[CH:4][CH:3]=1. The catalyst class is: 9. (6) Reactant: [OH-].[Na+].[C:3]([O:7][C:8]([N:10]([CH3:18])[CH2:11][CH2:12][C:13]([O:15]CC)=[O:14])=[O:9])([CH3:6])([CH3:5])[CH3:4]. The catalyst class is: 636. Product: [C:3]([O:7][C:8]([N:10]([CH3:18])[CH2:11][CH2:12][C:13]([OH:15])=[O:14])=[O:9])([CH3:6])([CH3:5])[CH3:4]. (7) Reactant: [CH2:1]([NH:5][C:6]1[CH:11]=[CH:10][C:9]([O:12][CH2:13][C:14]([F:17])([F:16])[F:15])=[CH:8][CH:7]=1)[CH2:2][CH:3]=[CH2:4].CCN(CC)CC.[C:25](Cl)(=[O:28])[CH:26]=[CH2:27]. Product: [CH2:1]([N:5]([C:6]1[CH:11]=[CH:10][C:9]([O:12][CH2:13][C:14]([F:15])([F:16])[F:17])=[CH:8][CH:7]=1)[C:25](=[O:28])[CH:26]=[CH2:27])[CH2:2][CH:3]=[CH2:4]. The catalyst class is: 2. (8) Reactant: CC1(C)[O:6][C@H:5]([CH2:7][N:8]2[CH:12]=[CH:11][C:10]([NH:13][C:14](=[O:36])[CH:15]([N:22]3[CH2:26][C:25]([O:27][C:28]4[CH:33]=[CH:32][CH:31]=[CH:30][C:29]=4[Cl:34])=[CH:24][C:23]3=[O:35])[CH2:16][CH2:17][C:18]([F:21])([F:20])[F:19])=[N:9]2)[CH2:4][O:3]1.CO.O.C1(C)C=CC(S(O)(=O)=O)=CC=1. Product: [OH:6][C@@H:5]([CH2:4][OH:3])[CH2:7][N:8]1[CH:12]=[CH:11][C:10]([NH:13][C:14](=[O:36])[CH:15]([N:22]2[CH2:26][C:25]([O:27][C:28]3[CH:33]=[CH:32][CH:31]=[CH:30][C:29]=3[Cl:34])=[CH:24][C:23]2=[O:35])[CH2:16][CH2:17][C:18]([F:20])([F:19])[F:21])=[N:9]1. The catalyst class is: 4. (9) Reactant: COC([N:5]1[C:13]2[C:8](=[C:9]([NH:14][C:15]([NH:17][CH:18]3[C:27]4[C:22](=[CH:23][CH:24]=[CH:25][CH:26]=4)[O:21][CH2:20][CH2:19]3)=[O:16])[CH:10]=[CH:11][CH:12]=2)[CH:7]=[N:6]1)=O.COC(N1C2C(=C(NC(NC3C4C(=CC(C(C)(C)C)=CC=4)OCC3)=O)C=CC=2)C=N1)=O. Product: [O:21]1[C:22]2[C:27](=[CH:26][CH:25]=[CH:24][CH:23]=2)[CH:18]([NH:17][C:15]([NH:14][C:9]2[CH:10]=[CH:11][CH:12]=[C:13]3[C:8]=2[CH:7]=[N:6][NH:5]3)=[O:16])[CH2:19][CH2:20]1. The catalyst class is: 6.